This data is from Catalyst prediction with 721,799 reactions and 888 catalyst types from USPTO. The task is: Predict which catalyst facilitates the given reaction. (1) Reactant: [Cl:1][C:2]1[CH:10]=[CH:9][C:5]([C:6]([OH:8])=O)=[C:4]([NH:11][CH2:12][CH3:13])[N:3]=1.[CH2:14]([N:16](CC)CC)C.CN.F[P-](F)(F)(F)(F)F.N1(O[P+](N(C)C)(N(C)C)N(C)C)C2C=CC=CC=2N=N1. Product: [Cl:1][C:2]1[CH:10]=[CH:9][C:5]([C:6]([NH:16][CH3:14])=[O:8])=[C:4]([NH:11][CH2:12][CH3:13])[N:3]=1. The catalyst class is: 1. (2) Reactant: C(OC(=O)[N:7]([CH2:15][CH2:16][N:17]1[C:26]2[C:21]([C:22](=[O:28])[NH:23][C:24](=[O:27])[N:25]=2)=[N:20][C:19]2[CH:29]=[C:30]([CH3:34])[C:31]([CH3:33])=[CH:32][C:18]1=2)[CH2:8][CH2:9][CH2:10][C:11](=[O:14])[NH:12][OH:13])(C)(C)C.FC(F)(F)C(O)=O. Product: [CH3:34][C:30]1[C:31]([CH3:33])=[CH:32][C:18]2[N:17]([CH2:16][CH2:15][NH:7][CH2:8][CH2:9][CH2:10][C:11]([NH:12][OH:13])=[O:14])[C:26]3[C:21]([C:22](=[O:28])[NH:23][C:24](=[O:27])[N:25]=3)=[N:20][C:19]=2[CH:29]=1. The catalyst class is: 4. (3) Reactant: [CH:1]1([C:4]([N:6]2[CH2:10][CH2:9][C@@H:8]([CH2:11][NH:12][C:13]3[C:14]([NH2:21])=[CH:15][CH:16]=[C:17]([O:19][CH3:20])[CH:18]=3)[CH2:7]2)=[O:5])[CH2:3][CH2:2]1.[NH:22]1[C:30]2[C:25](=[CH:26][CH:27]=[C:28]([C:31]3[CH:38]=[CH:37][C:34]([CH:35]=O)=[CH:33][CH:32]=3)[CH:29]=2)[CH:24]=[CH:23]1. Product: [CH:1]1([C:4]([N:6]2[CH2:10][CH2:9][C@@H:8]([CH2:11][N:12]3[C:13]4[CH:18]=[C:17]([O:19][CH3:20])[CH:16]=[CH:15][C:14]=4[N:21]=[C:35]3[C:34]3[CH:37]=[CH:38][C:31]([C:28]4[CH:29]=[C:30]5[C:25]([CH:24]=[CH:23][NH:22]5)=[CH:26][CH:27]=4)=[CH:32][CH:33]=3)[CH2:7]2)=[O:5])[CH2:3][CH2:2]1. The catalyst class is: 51. (4) Reactant: C(N(CC)CC)C.[C:8]1([CH3:18])[CH:13]=[CH:12][C:11]([S:14](Cl)(=[O:16])=[O:15])=[CH:10][CH:9]=1.[Si:19]([O:36][CH2:37][CH2:38][CH:39]([OH:41])[CH3:40])([C:32]([CH3:35])([CH3:34])[CH3:33])([C:26]1[CH:31]=[CH:30][CH:29]=[CH:28][CH:27]=1)[C:20]1[CH:25]=[CH:24][CH:23]=[CH:22][CH:21]=1. Product: [C:8]1([CH3:18])[CH:13]=[CH:12][C:11]([S:14]([O:41][CH:39]([CH3:40])[CH2:38][CH2:37][O:36][Si:19]([C:32]([CH3:35])([CH3:34])[CH3:33])([C:26]2[CH:31]=[CH:30][CH:29]=[CH:28][CH:27]=2)[C:20]2[CH:25]=[CH:24][CH:23]=[CH:22][CH:21]=2)(=[O:16])=[O:15])=[CH:10][CH:9]=1. The catalyst class is: 864. (5) Reactant: [I:1][C:2]1[CH:7]=[CH:6][N:5]=[C:4]2[CH:8]=[N:9][NH:10][C:3]=12.[H-].[Na+].Cl[CH2:14][O:15][CH2:16][CH2:17][Si:18]([CH3:21])([CH3:20])[CH3:19]. Product: [I:1][C:2]1[CH:7]=[CH:6][N:5]=[C:4]2[CH:8]=[N:9][N:10]([CH2:14][O:15][CH2:16][CH2:17][Si:18]([CH3:21])([CH3:20])[CH3:19])[C:3]=12. The catalyst class is: 3. (6) The catalyst class is: 681. Reactant: [CH2:1]([O:8][C:9]1[CH:17]=[CH:16][C:12]([C:13](O)=O)=[CH:11][CH:10]=1)[C:2]1[CH:7]=[CH:6][CH:5]=[CH:4][CH:3]=1.[CH2:18]([O:25][C:26]1[CH:37]=CC(C(N(OC)C)=O)=CC=1)[C:19]1[CH:24]=[CH:23]C=C[CH:20]=1.Cl.CN[O:41]C.Cl.CN(C)[CH2:46][CH2:47][CH2:48][N:49]=[C:50]=[N:51]CC.ON1[C:60]2[CH:61]=CC=[CH:64][C:59]=2N=N1. Product: [CH2:1]([O:8][C:9]1[CH:17]=[CH:16][C:12]([C:13]2[N:51]=[C:50]3[CH:20]=[C:19]([C:18]([O:25][CH2:26][CH3:37])=[O:41])[CH:24]=[CH:23][N:49]3[C:48]=2[CH:47]2[CH2:46][CH2:61][CH2:60][CH2:59][CH2:64]2)=[CH:11][CH:10]=1)[C:2]1[CH:7]=[CH:6][CH:5]=[CH:4][CH:3]=1.